This data is from Catalyst prediction with 721,799 reactions and 888 catalyst types from USPTO. The task is: Predict which catalyst facilitates the given reaction. (1) Reactant: [CH3:1][O:2][C:3]1[CH:4]=[C:5]([CH:7]=[C:8]([O:10][CH3:11])[CH:9]=1)[NH2:6].C(N(CC)CC)C.[CH2:19](Br)[C:20]1[CH:25]=[CH:24][CH:23]=[CH:22][CH:21]=1. Product: [CH2:19]([NH:6][C:5]1[CH:7]=[C:8]([O:10][CH3:11])[CH:9]=[C:3]([O:2][CH3:1])[CH:4]=1)[C:20]1[CH:25]=[CH:24][CH:23]=[CH:22][CH:21]=1. The catalyst class is: 9. (2) Reactant: [H-].[H-].[H-].[H-].[Li+].[Al+3].C([O:9][C:10]([C@@H:12]1[CH2:17][CH2:16][CH2:15][N:14]([C:18]([N:20]2[CH2:27][CH2:26][C@:25]3([CH3:31])[C:28]([CH3:30])([CH3:29])[C@H:21]2[CH2:22][C:23]2[CH:35]=[CH:34][CH:33]=[CH:32][C:24]=23)=[O:19])[CH2:13]1)=O)C. Product: [OH:9][CH2:10][C@@H:12]1[CH2:17][CH2:16][CH2:15][N:14]([C:18]([N:20]2[CH2:27][CH2:26][C@:25]3([CH3:31])[C:28]([CH3:30])([CH3:29])[C@H:21]2[CH2:22][C:23]2[CH:35]=[CH:34][CH:33]=[CH:32][C:24]=23)=[O:19])[CH2:13]1. The catalyst class is: 7. (3) Reactant: [CH3:1][O:2][CH2:3][C:4]1[CH:9]=[CH:8][CH:7]=[C:6]([CH2:10][O:11][CH3:12])[CH:5]=1.C([O-])(=O)C.[Na+].[Br:18]Br.S([O-])([O-])=O.[Na+].[Na+]. Product: [CH3:12][O:11][CH2:10][C:6]1[CH:5]=[C:4]([CH2:3][O:2][CH3:1])[CH:9]=[CH:8][C:7]=1[Br:18]. The catalyst class is: 15. (4) Reactant: [CH:1]12[CH2:10][CH:5]3[CH2:6][CH:7]([CH2:9][CH:3]([CH2:4]3)[CH:2]1[C:11]1[CH:16]=[C:15]([CH3:17])[C:14]([N+:18]([O-])=O)=[CH:13][C:12]=1[OH:21])[CH2:8]2. Product: [CH:3]12[CH2:4][CH:5]3[CH2:6][CH:7]([CH2:8][CH:1]([CH2:10]3)[CH:2]1[C:11]1[CH:16]=[C:15]([CH3:17])[C:14]([NH2:18])=[CH:13][C:12]=1[OH:21])[CH2:9]2. The catalyst class is: 50. (5) Reactant: [CH2:1]([O:8][C:9]1[CH:10]=[C:11]([NH:15][C:16]2[N:21]=[CH:20][C:19](Br)=[CH:18][N:17]=2)[CH:12]=[CH:13][CH:14]=1)[C:2]1[CH:7]=[CH:6][CH:5]=[CH:4][CH:3]=1.[Cl:23][C:24]1[CH:25]=[C:26]([CH:28]=[CH:29][C:30]=1[Cl:31])[NH2:27].C(=O)([O-])[O-].[Cs+].[Cs+]. Product: [CH2:1]([O:8][C:9]1[CH:10]=[C:11]([NH:15][C:16]2[N:21]=[CH:20][C:19]([NH:27][C:26]3[CH:28]=[CH:29][C:30]([Cl:31])=[C:24]([Cl:23])[CH:25]=3)=[CH:18][N:17]=2)[CH:12]=[CH:13][CH:14]=1)[C:2]1[CH:7]=[CH:6][CH:5]=[CH:4][CH:3]=1. The catalyst class is: 155.